From a dataset of Full USPTO retrosynthesis dataset with 1.9M reactions from patents (1976-2016). Predict the reactants needed to synthesize the given product. (1) Given the product [N:27]1([C:14]([C:12]2[N:13]=[C:9]([C:6]3[CH:5]=[CH:4][C:3]([CH2:2][OH:1])=[CH:8][CH:7]=3)[O:10][CH:11]=2)=[O:16])[CH2:22][CH2:21][CH2:26][CH2:25]1, predict the reactants needed to synthesize it. The reactants are: [OH:1][CH2:2][C:3]1[CH:8]=[CH:7][C:6]([C:9]2[O:10][CH:11]=[C:12]([C:14]([OH:16])=O)[N:13]=2)=[CH:5][CH:4]=1.C(Cl)CCl.[CH:21]1[CH:22]=CC2N(O)N=[N:27][C:25]=2[CH:26]=1.N1CCCC1. (2) Given the product [ClH:1].[Cl:1][C:2]1[CH:3]=[C:4]([C:8]2[O:12][N:11]=[C:10]([C@H:13]([O:15][C:16]3[N:17]([CH3:27])[C:18]([C:21]4[CH:22]=[CH:23][N:24]=[CH:25][CH:26]=4)=[N:19][N:20]=3)[CH3:14])[CH:9]=2)[CH:5]=[CH:6][CH:7]=1, predict the reactants needed to synthesize it. The reactants are: [Cl:1][C:2]1[CH:3]=[C:4]([C:8]2[O:12][N:11]=[C:10]([C@H:13]([O:15][C:16]3[N:17]([CH3:27])[C:18]([C:21]4[CH:26]=[CH:25][N:24]=[CH:23][CH:22]=4)=[N:19][N:20]=3)[CH3:14])[CH:9]=2)[CH:5]=[CH:6][CH:7]=1.P([O-])([O-])([O-])=O. (3) Given the product [CH3:6][O:7][C:8]1[CH:9]=[C:10]([OH:16])[CH:11]=[N:12][CH:13]=1, predict the reactants needed to synthesize it. The reactants are: S(=O)(=O)(O)O.[CH3:6][O:7][C:8]1[CH:9]=[C:10](N)[CH:11]=[N:12][CH:13]=1.N([O-])=[O:16].[Na+].[OH-].[Na+].[Na+].[Cl-]. (4) The reactants are: [NH2:1][C:2]1[CH:7]=[CH:6][CH:5]=[C:4]([C:8]([OH:10])=[O:9])[N:3]=1.S(Cl)(Cl)=O.[CH2:15](O)[CH3:16]. Given the product [NH2:1][C:2]1[N:3]=[C:4]([C:8]([O:10][CH2:15][CH3:16])=[O:9])[CH:5]=[CH:6][CH:7]=1, predict the reactants needed to synthesize it. (5) Given the product [Br:36][C:2]1[N:10]=[C:9]([S:11][CH2:12][C:13]2[CH:18]=[CH:17][CH:16]=[C:15]([F:19])[C:14]=2[F:20])[N:8]=[C:7]2[C:3]=1[N:4]=[C:5]([NH:21][C:22](=[O:26])[O:23][CH2:24][CH3:25])[NH:6]2, predict the reactants needed to synthesize it. The reactants are: N[C:2]1[N:10]=[C:9]([S:11][CH2:12][C:13]2[CH:18]=[CH:17][CH:16]=[C:15]([F:19])[C:14]=2[F:20])[N:8]=[C:7]2[C:3]=1[N:4]=[C:5]([NH:21][C:22](=[O:26])[O:23][CH2:24][CH3:25])[NH:6]2.N(OCCC(C)C)=O.C(Br)(Br)[Br:36]. (6) Given the product [CH3:29][O:28][C:19]1[CH:20]=[CH:21][C:22]2[C:23](=[O:27])[CH2:24][O:25][C:26]=2[C:18]=1[C:3]#[C:2][CH2:1][N:4]1[CH2:9][CH2:8][N:7]([C:10]([O:12][C:13]([CH3:16])([CH3:15])[CH3:14])=[O:11])[CH2:6][CH2:5]1, predict the reactants needed to synthesize it. The reactants are: [CH2:1]([N:4]1[CH2:9][CH2:8][N:7]([C:10]([O:12][C:13]([CH3:16])([CH3:15])[CH3:14])=[O:11])[CH2:6][CH2:5]1)[C:2]#[CH:3].I[C:18]1[C:26]2[O:25][CH2:24][C:23](=[O:27])[C:22]=2[CH:21]=[CH:20][C:19]=1[O:28][CH3:29]. (7) The reactants are: [C@@H:1]1([C:12]2[CH:17]=[CH:16][C:15]([Cl:18])=[C:14]([CH2:19][C:20]3[S:21][C:22]([C:25]4[CH:30]=[CH:29][C:28]([CH:31]=[O:32])=[CH:27][CH:26]=4)=[CH:23][CH:24]=3)[CH:13]=2)[O:9][C@H:8]([CH2:10][OH:11])[C@@H:6]([OH:7])[C@H:4]([OH:5])[C@H:2]1[OH:3].[BH4-].[Na+]. Given the product [C@@H:1]1([C:12]2[CH:17]=[CH:16][C:15]([Cl:18])=[C:14]([CH2:19][C:20]3[S:21][C:22]([C:25]4[CH:30]=[CH:29][C:28]([CH2:31][OH:32])=[CH:27][CH:26]=4)=[CH:23][CH:24]=3)[CH:13]=2)[O:9][C@H:8]([CH2:10][OH:11])[C@@H:6]([OH:7])[C@H:4]([OH:5])[C@H:2]1[OH:3], predict the reactants needed to synthesize it. (8) Given the product [ClH:2].[Cl:2][C:3]1[CH:4]=[C:5]2[C:9](=[CH:10][CH:11]=1)[NH:8][C:7]([C:12]([NH:14][C@H:15]1[CH2:20][CH2:19][CH2:18][CH2:17][C@H:16]1[NH:21][C:22]([C:24]1[S:32][C:31]3[CH2:30][CH2:29][N:28]([CH3:35])[CH2:27][C:26]=3[CH:25]=1)=[O:23])=[O:13])=[CH:6]2, predict the reactants needed to synthesize it. The reactants are: Cl.[Cl:2][C:3]1[CH:4]=[C:5]2[C:9](=[CH:10][CH:11]=1)[NH:8][C:7]([C:12]([NH:14][C@H:15]1[CH2:20][CH2:19][CH2:18][CH2:17][C@H:16]1[NH:21][C:22]([C:24]1[S:32][C:31]3[CH2:30][CH2:29][NH:28][CH2:27][C:26]=3[CH:25]=1)=[O:23])=[O:13])=[CH:6]2.C=O.[C:35](O[BH-](OC(=O)C)OC(=O)C)(=O)C.[Na+].[OH-].[Na+].